Dataset: Full USPTO retrosynthesis dataset with 1.9M reactions from patents (1976-2016). Task: Predict the reactants needed to synthesize the given product. (1) Given the product [F:1][C:2]([F:29])([CH2:21][O:22][C:23]1[CH:24]=[CH:25][CH:26]=[CH:27][CH:28]=1)/[CH:3]=[CH:4]/[C@H:5]1[C@H:9]([OH:10])[CH2:8][C@H:7]([OH:11])[C@@H:6]1[CH2:12]/[CH:13]=[CH:14]\[CH2:15][CH2:16][CH2:17][C:18]([O:20][CH:37]([CH3:39])[CH3:38])=[O:19], predict the reactants needed to synthesize it. The reactants are: [F:1][C:2]([F:29])([CH2:21][O:22][C:23]1[CH:28]=[CH:27][CH:26]=[CH:25][CH:24]=1)/[CH:3]=[CH:4]/[C@H:5]1[C@H:9]([OH:10])[CH2:8][C@H:7]([OH:11])[C@@H:6]1[CH2:12]/[CH:13]=[CH:14]\[CH2:15][CH2:16][CH2:17][C:18]([OH:20])=[O:19].C([O-])([O-])=O.[K+].[K+].I[CH:37]([CH3:39])[CH3:38].O. (2) Given the product [CH:5]1[C:6]2[C:11](=[CH:10][CH:9]=[C:8]([NH2:14])[CH:7]=2)[CH:12]=[CH:13][C:4]=1[NH2:1], predict the reactants needed to synthesize it. The reactants are: [N+:1]([C:4]1[CH:13]=[CH:12][C:11]2[C:6](=[CH:7][C:8]([N+:14]([O-])=O)=[CH:9][CH:10]=2)[CH:5]=1)([O-])=O. (3) Given the product [C:33]([C:30]1[CH:31]=[CH:32][C:27]([S:24]([NH:23][C:11]2[CH:12]=[C:13]3[C:8](=[CH:9][CH:10]=2)[NH:7][C:6]([C:4]([OH:5])=[O:3])=[C:14]3[C:15]2[CH:16]=[CH:17][C:18]([O:21][CH3:22])=[CH:19][CH:20]=2)(=[O:26])=[O:25])=[CH:28][CH:29]=1)([CH3:36])([CH3:34])[CH3:35], predict the reactants needed to synthesize it. The reactants are: C([O:3][C:4]([C:6]1[NH:7][C:8]2[C:13]([C:14]=1[C:15]1[CH:20]=[CH:19][C:18]([O:21][CH3:22])=[CH:17][CH:16]=1)=[CH:12][C:11]([NH:23][S:24]([C:27]1[CH:32]=[CH:31][C:30]([C:33]([CH3:36])([CH3:35])[CH3:34])=[CH:29][CH:28]=1)(=[O:26])=[O:25])=[CH:10][CH:9]=2)=[O:5])C.[OH-].[Na+]. (4) Given the product [N:26]1[CH:31]=[CH:30][CH:29]=[C:28]([CH2:32][NH:33][C:2]2[S:10][C:9]3[C:8]([C:11]([C:13]4[S:14][CH:15]=[CH:16][CH:17]=4)=[O:12])=[N:7][C:6]([NH:18][CH2:19][C:20]4[CH:21]=[N:22][CH:23]=[CH:24][CH:25]=4)=[N:5][C:4]=3[CH:3]=2)[CH:27]=1, predict the reactants needed to synthesize it. The reactants are: Cl[C:2]1[S:10][C:9]2[C:8]([C:11]([C:13]3[S:14][CH:15]=[CH:16][CH:17]=3)=[O:12])=[N:7][C:6]([NH:18][CH2:19][C:20]3[CH:21]=[N:22][CH:23]=[CH:24][CH:25]=3)=[N:5][C:4]=2[CH:3]=1.[N:26]1[CH:31]=[CH:30][CH:29]=[C:28]([CH2:32][NH2:33])[CH:27]=1.Cl. (5) Given the product [CH3:3][O:4][C:5]([C:6]1[C:7]2[S:14][C:13]([NH2:15])=[N:12][C:8]=2[CH:9]=[CH:10][CH:11]=1)=[O:16], predict the reactants needed to synthesize it. The reactants are: BrBr.[CH3:3][O:4][C:5](=[O:16])[C:6]1[CH:11]=[CH:10][CH:9]=[C:8]([NH:12][C:13]([NH2:15])=[S:14])[CH:7]=1.CCOCC. (6) Given the product [OH:27][C@H:22]1[CH2:23][CH2:24][CH2:25][CH2:26][C@@H:21]1[NH:20][C:19]([C:9]1[C:7]2=[N:8][CH:3]=[CH:4][CH:5]=[C:6]2[N:11]([CH2:12][C:5]2[CH:4]=[CH:3][N:8]=[CH:7][CH:6]=2)[CH:10]=1)=[O:28], predict the reactants needed to synthesize it. The reactants are: C([C:3]1[N:8]=[C:7]2[C:9]([C:19](=[O:28])[NH:20][C@H:21]3[CH2:26][CH2:25][CH2:24][CH2:23][C@@H:22]3[OH:27])=[CH:10][N:11]([C:12](OC(C)(C)C)=O)[C:6]2=[CH:5][CH:4]=1)#N.C(=O)([O-])[O-].[Cs+].[Cs+]. (7) Given the product [OH:30][C@H:29]([C:20]1[CH:21]=[CH:22][C:23]2[C:24](=[O:28])[O:25][CH2:26][C:27]=2[C:19]=1[CH3:18])[CH2:31][N:1]1[CH2:2][CH2:3][CH:4]([CH2:7][S:8]([C:10]2[N:15]=[CH:14][C:13]([C:16]#[N:17])=[CH:12][CH:11]=2)=[O:9])[CH2:5][CH2:6]1, predict the reactants needed to synthesize it. The reactants are: [NH:1]1[CH2:6][CH2:5][CH:4]([CH2:7][S:8]([C:10]2[N:15]=[CH:14][C:13]([C:16]#[N:17])=[CH:12][CH:11]=2)=[O:9])[CH2:3][CH2:2]1.[CH3:18][C:19]1[C:27]2[CH2:26][O:25][C:24](=[O:28])[C:23]=2[CH:22]=[CH:21][C:20]=1[C@@H:29]1[CH2:31][O:30]1.